From a dataset of Reaction yield outcomes from USPTO patents with 853,638 reactions. Predict the reaction yield, written as a fraction of the theoretical maximum amount of product (1.0 means a 100% yield; for example, 0.34 means a 34% yield). (1) The reactants are [C:1]([Si:5]([O:8][CH:9]([CH2:14][CH2:15][C:16]1[CH:21]=[CH:20][C:19]([C:22]([CH2:41][CH3:42])([C:25]2[CH:30]=[CH:29][C:28](B3OC(C)(C)C(C)(C)O3)=[C:27]([CH3:40])[CH:26]=2)[CH2:23][CH3:24])=[CH:18][C:17]=1[CH3:43])[C:10]([CH3:13])([CH3:12])[CH3:11])([CH3:7])[CH3:6])([CH3:4])([CH3:3])[CH3:2].C1(P(C2CCCCC2)C2C=CC=CC=2C2C(OC)=CC=CC=2OC)CCCCC1.P([O-])([O-])([O-])=O.[K+].[K+].[K+].[CH3:81][O:82][C:83](=[O:93])[CH2:84][C:85]1[CH:90]=[CH:89][C:88](Cl)=[CH:87][C:86]=1[F:92]. The catalyst is C(OCC)C.C([O-])(=O)C.[Pd+2].C([O-])(=O)C. The product is [CH3:81][O:82][C:83](=[O:93])[CH2:84][C:85]1[CH:90]=[CH:89][C:88]([C:28]2[CH:29]=[CH:30][C:25]([C:22]([C:19]3[CH:20]=[CH:21][C:16]([CH2:15][CH2:14][CH:9]([O:8][Si:5]([C:1]([CH3:4])([CH3:3])[CH3:2])([CH3:6])[CH3:7])[C:10]([CH3:13])([CH3:12])[CH3:11])=[C:17]([CH3:43])[CH:18]=3)([CH2:23][CH3:24])[CH2:41][CH3:42])=[CH:26][C:27]=2[CH3:40])=[CH:87][C:86]=1[F:92]. The yield is 0.770. (2) The reactants are CCN(C(C)C)C(C)C.[NH:10]([C:12]([N:14]1[CH2:19][CH2:18][N:17]([C:20]([O:22][C:23]([CH3:26])([CH3:25])[CH3:24])=[O:21])[CH2:16][CH2:15]1)=[S:13])[NH2:11].[CH2:27]([O:34][N:35]1[C:41](=[O:42])[N:40]2[CH2:43][C@H:36]1[CH2:37][CH2:38][C@H:39]2[C:44](O)=[O:45])[C:28]1[CH:33]=[CH:32][CH:31]=[CH:30][CH:29]=1.CN(C(ON1N=NC2C=CC=NC1=2)=[N+](C)C)C.F[P-](F)(F)(F)(F)F. The catalyst is CN(C=O)C. The product is [CH2:27]([O:34][N:35]1[C:41](=[O:42])[N:40]2[CH2:43][C@H:36]1[CH2:37][CH2:38][C@H:39]2[C:44]([NH:11][NH:10][C:12]([N:14]1[CH2:19][CH2:18][N:17]([C:20]([O:22][C:23]([CH3:26])([CH3:25])[CH3:24])=[O:21])[CH2:16][CH2:15]1)=[S:13])=[O:45])[C:28]1[CH:29]=[CH:30][CH:31]=[CH:32][CH:33]=1. The yield is 0.490. (3) The reactants are [Cl:1][C:2]1[CH:7]=[CH:6][C:5]([C:8]2[N:12]=[C:11]([C:13]([CH3:17])([CH3:16])[CH2:14][NH2:15])[NH:10][N:9]=2)=[CH:4][CH:3]=1.[F:18][C:19]([F:35])([F:34])[C:20]1[O:24][N:23]=[C:22]([C:25]2[CH:26]=[C:27]([CH:31]=[CH:32][CH:33]=2)[C:28](O)=[O:29])[N:21]=1. No catalyst specified. The product is [Cl:1][C:2]1[CH:3]=[CH:4][C:5]([C:8]2[N:12]=[C:11]([C:13]([CH3:17])([CH3:16])[CH2:14][NH:15][C:28](=[O:29])[C:27]3[CH:31]=[CH:32][CH:33]=[C:25]([C:22]4[N:21]=[C:20]([C:19]([F:35])([F:34])[F:18])[O:24][N:23]=4)[CH:26]=3)[NH:10][N:9]=2)=[CH:6][CH:7]=1. The yield is 0.0800. (4) The reactants are C([O:3][CH:4](OCC)[CH2:5][CH2:6][CH2:7][NH:8][C:9]([O:11][CH2:12][CH:13]1[C:25]2[C:20](=[CH:21][CH:22]=[CH:23][CH:24]=2)[C:19]2[C:14]1=[CH:15][CH:16]=[CH:17][CH:18]=2)=[O:10])C.Cl. The catalyst is O1CCOCC1. The product is [C:9]([NH:8][CH2:7][CH2:6][CH2:5][CH:4]=[O:3])([O:11][CH2:12][CH:13]1[C:25]2[C:20](=[CH:21][CH:22]=[CH:23][CH:24]=2)[C:19]2[C:14]1=[CH:15][CH:16]=[CH:17][CH:18]=2)=[O:10]. The yield is 0.900. (5) The reactants are [CH3:1][C:2]1[N:7]=[C:6]([S:8][CH2:9][C:10]2[N:14]([CH:15]([CH3:17])[CH3:16])[CH:13]=[N:12][CH:11]=2)[N:5]=[C:4]([OH:18])[CH:3]=1.[Li]CCCC.[Cl:24]C(Cl)(Cl)C(Cl)(Cl)Cl. The catalyst is C1COCC1.CO. The product is [Cl:24][C:13]1[N:14]([CH:15]([CH3:16])[CH3:17])[C:10]([CH2:9][S:8][C:6]2[N:5]=[C:4]([OH:18])[CH:3]=[C:2]([CH3:1])[N:7]=2)=[CH:11][N:12]=1. The yield is 0.870. (6) The reactants are [CH3:1][O:2][C:3]1[CH:8]=[CH:7][C:6]([C:9]([F:12])([F:11])[F:10])=[CH:5][C:4]=1[N:13]=[C:14]=[O:15].[NH2:16][C:17]1[CH:34]=[CH:33][C:20]([O:21][C:22]2[CH:23]=[C:24]3[C:28](=[CH:29][CH:30]=2)[C:27](=[O:31])[NH:26][C:25]3=[O:32])=[CH:19][CH:18]=1.CO. The catalyst is C(Cl)Cl. The product is [CH3:1][O:2][C:3]1[CH:8]=[CH:7][C:6]([C:9]([F:12])([F:11])[F:10])=[CH:5][C:4]=1[NH:13][C:14]([NH:16][C:17]1[CH:18]=[CH:19][C:20]([O:21][C:22]2[CH:23]=[C:24]3[C:28](=[CH:29][CH:30]=2)[C:27](=[O:31])[NH:26][C:25]3=[O:32])=[CH:33][CH:34]=1)=[O:15]. The yield is 0.960. (7) The reactants are [C:1]([O:5][C:6]([N:8]1[CH2:13][CH2:12][CH:11]([C:14](=O)[NH:15][CH2:16][C:17]([C:19]2[CH:24]=[CH:23][C:22]([F:25])=[C:21]([C:26]([F:29])([F:28])[F:27])[CH:20]=2)=O)[CH2:10][CH2:9]1)=[O:7])([CH3:4])([CH3:3])[CH3:2].C([N:33](CC)CC)C.C([O-])(=O)C.[NH4+]. The catalyst is C(O)CCC.C(OCC)(=O)C. The product is [F:25][C:22]1[CH:23]=[CH:24][C:19]([C:17]2[N:33]=[C:14]([CH:11]3[CH2:12][CH2:13][N:8]([C:6]([O:5][C:1]([CH3:4])([CH3:3])[CH3:2])=[O:7])[CH2:9][CH2:10]3)[NH:15][CH:16]=2)=[CH:20][C:21]=1[C:26]([F:29])([F:28])[F:27]. The yield is 0.540.